This data is from Forward reaction prediction with 1.9M reactions from USPTO patents (1976-2016). The task is: Predict the product of the given reaction. (1) Given the reactants C(N(CC)CC)C.Cl.[CH3:9][O:10][C:11](=[O:24])[C:12]1[CH:17]=[CH:16][CH:15]=[C:14]([CH2:18][NH2:19])[C:13]=1[C:20]([O:22][CH3:23])=[O:21].[CH:25]1([C:28](Cl)=[O:29])[CH2:27][CH2:26]1, predict the reaction product. The product is: [CH3:9][O:10][C:11](=[O:24])[C:12]1[CH:17]=[CH:16][CH:15]=[C:14]([CH2:18][NH:19][C:28]([CH:25]2[CH2:27][CH2:26]2)=[O:29])[C:13]=1[C:20]([O:22][CH3:23])=[O:21]. (2) The product is: [Cl:2][C:3]1[C:12]2[C:7](=[CH:8][CH:9]=[CH:10][CH:11]=2)[C:6]2=[N:13][N:14]=[C:22]([C:23]3[CH:28]=[CH:27][CH:26]=[CH:25][CH:24]=3)[N:5]2[N:4]=1. Given the reactants Cl.[Cl:2][C:3]1[C:12]2[C:7](=[CH:8][CH:9]=[CH:10][CH:11]=2)[C:6]([NH:13][NH2:14])=[N:5][N:4]=1.C(N(CC)CC)C.[C:22](Cl)(=O)[C:23]1[CH:28]=[CH:27][CH:26]=[CH:25][CH:24]=1, predict the reaction product. (3) Given the reactants [C:1]1([C@:7]([C:10]([OH:12])=[O:11])([CH3:9])[NH2:8])[CH:6]=[CH:5][CH:4]=[CH:3][CH:2]=1.[OH-].C[NH+](C)C.[C:18]([O:22][C:23](=O)[O:24]C(C)(C)C)([CH3:21])([CH3:20])[CH3:19], predict the reaction product. The product is: [C:18]([O:22][C:23]([NH:8][C@@:7]([C:1]1[CH:6]=[CH:5][CH:4]=[CH:3][CH:2]=1)([C:10]([OH:12])=[O:11])[CH3:9])=[O:24])([CH3:21])([CH3:20])[CH3:19]. (4) Given the reactants FC(F)(F)C(O)=O.[Br:8][C:9]1[CH:10]=[C:11]([N:16]2[C:20](=[O:21])[O:19][N:18]=[C:17]2[C:22]2[C:23]([NH:27][CH2:28][CH2:29][NH:30][S:31]([NH:34]C(=O)OCCCC)(=[O:33])=[O:32])=[N:24][O:25][N:26]=2)[CH:12]=[CH:13][C:14]=1[F:15], predict the reaction product. The product is: [Br:8][C:9]1[CH:10]=[C:11]([N:16]2[C:20](=[O:21])[O:19][N:18]=[C:17]2[C:22]2[C:23]([NH:27][CH2:28][CH2:29][NH:30][S:31]([NH2:34])(=[O:32])=[O:33])=[N:24][O:25][N:26]=2)[CH:12]=[CH:13][C:14]=1[F:15]. (5) Given the reactants Br[C:2]1[CH:9]=[CH:8][C:5]([CH:6]=[O:7])=[CH:4][CH:3]=1.[F:10][C:11]([F:22])([F:21])[C:12]1[CH:17]=[CH:16][C:15](B(O)O)=[CH:14][CH:13]=1.C(=O)([O-])[O-].[Na+].[Na+].O, predict the reaction product. The product is: [F:10][C:11]([F:22])([F:21])[C:12]1[CH:17]=[CH:16][C:15]([C:2]2[CH:9]=[CH:8][C:5]([CH:6]=[O:7])=[CH:4][CH:3]=2)=[CH:14][CH:13]=1. (6) Given the reactants [CH3:1][C@@H:2]1[CH2:7][CH2:6][CH2:5][N:4]([C:8]([C:10]2[C:15]([N:16]3[N:20]=[CH:19][CH:18]=[N:17]3)=[CH:14][CH:13]=[C:12]([CH3:21])[N:11]=2)=[O:9])[C@@H:3]1[CH2:22][NH:23][C:24]1[CH:29]=[CH:28][C:27]([C:30]([F:33])([F:32])[F:31])=[CH:26][N:25]=1.[H-].[Na+].[CH3:36]I, predict the reaction product. The product is: [CH3:1][C@@H:2]1[CH2:7][CH2:6][CH2:5][N:4]([C:8]([C:10]2[C:15]([N:16]3[N:17]=[CH:18][CH:19]=[N:20]3)=[CH:14][CH:13]=[C:12]([CH3:21])[N:11]=2)=[O:9])[C@@H:3]1[CH2:22][N:23]([CH3:36])[C:24]1[CH:29]=[CH:28][C:27]([C:30]([F:33])([F:31])[F:32])=[CH:26][N:25]=1. (7) The product is: [C:15]([O:14][C:12]([N:19]1[CH2:24][CH2:23][CH:22]([NH:1][C:2]2[CH:3]=[CH:4][C:5]([C:6]([O:8][CH3:9])=[O:7])=[CH:10][CH:11]=2)[CH2:21][CH2:20]1)=[O:13])([CH3:18])([CH3:16])[CH3:17]. Given the reactants [NH2:1][C:2]1[CH:11]=[CH:10][C:5]([C:6]([O:8][CH3:9])=[O:7])=[CH:4][CH:3]=1.[C:12]([N:19]1[CH2:24][CH2:23][C:22](=O)[CH2:21][CH2:20]1)([O:14][C:15]([CH3:18])([CH3:17])[CH3:16])=[O:13], predict the reaction product. (8) Given the reactants [NH:1]1[C:5]2=[N:6][CH:7]=[C:8]([C:10]([OH:12])=[O:11])[CH:9]=[C:4]2[CH:3]=[CH:2]1.S(=O)(=O)(O)O.C(=O)(O)[O-].[Na+].[CH2:23](O)[CH3:24], predict the reaction product. The product is: [CH2:23]([O:11][C:10]([C:8]1[CH:9]=[C:4]2[CH:3]=[CH:2][NH:1][C:5]2=[N:6][CH:7]=1)=[O:12])[CH3:24]. (9) Given the reactants [F:1][C:2]1[CH:7]=[C:6]([O:8][CH3:9])[CH:5]=[C:4]([F:10])[C:3]=1[C:11]1[N:16]=[C:15]([C:17]([O:19]C)=[O:18])[CH:14]=[CH:13][C:12]=1[F:21].[Li+].[OH-], predict the reaction product. The product is: [F:1][C:2]1[CH:7]=[C:6]([O:8][CH3:9])[CH:5]=[C:4]([F:10])[C:3]=1[C:11]1[N:16]=[C:15]([C:17]([OH:19])=[O:18])[CH:14]=[CH:13][C:12]=1[F:21]. (10) The product is: [C:19]([C:2]([C:3]1[CH:11]=[CH:10][C:8]([OH:9])=[C:5]([O:6][CH3:7])[CH:4]=1)=[O:1])(=[O:22])[CH2:20][CH3:21]. Given the reactants [O:1]=[CH:2][C:3]1[CH:11]=[CH:10][C:8]([OH:9])=[C:5]([O:6][CH3:7])[CH:4]=1.C(N(CC)CC)C.[C:19](Cl)(=[O:22])[CH2:20][CH3:21], predict the reaction product.